Dataset: Reaction yield outcomes from USPTO patents with 853,638 reactions. Task: Predict the reaction yield, written as a fraction of the theoretical maximum amount of product (1.0 means a 100% yield; for example, 0.34 means a 34% yield). (1) The reactants are [OH:1][C:2]1[C:11]2[O:10][CH2:9][CH2:8][O:7][C:6]=2[CH:5]=[CH:4][C:3]=1[C:12](=[O:14])[CH3:13].[C:15]([O-])([O-])=O.[K+].[K+].CI. The catalyst is O. The product is [CH3:15][O:1][C:2]1[C:11]2[O:10][CH2:9][CH2:8][O:7][C:6]=2[CH:5]=[CH:4][C:3]=1[C:12](=[O:14])[CH3:13]. The yield is 0.940. (2) The reactants are [NH2:1][S:2]([C:5]1[CH:6]=[CH:7][C:8]([F:14])=[C:9]([CH:13]=1)[C:10](O)=[O:11])(=[O:4])=[O:3].CSC.B. The catalyst is O1CCCC1. The product is [F:14][C:8]1[CH:7]=[CH:6][C:5]([S:2]([NH2:1])(=[O:4])=[O:3])=[CH:13][C:9]=1[CH2:10][OH:11]. The yield is 1.00. (3) The reactants are [Br:1][C:2]1[CH:3]=[CH:4][C:5]2[C:11]3[S:12][C:13]([C:15]([N:17]([C:19]4[CH:20]=[C:21]([CH:25]=[CH:26][C:27]=4[Cl:28])[C:22](O)=[O:23])[CH3:18])=[O:16])=[CH:14][C:10]=3[CH2:9][CH2:8][O:7][C:6]=2[CH:29]=1.CCN=C=NCCCN(C)C.C1C=CC2N(O)N=NC=2C=1.CCN(C(C)C)C(C)C.[CH3:60][NH:61][CH2:62][CH2:63][OH:64]. The catalyst is C1COCC1.O. The yield is 0.870. The product is [Br:1][C:2]1[CH:3]=[CH:4][C:5]2[C:11]3[S:12][C:13]([C:15]([N:17]([C:19]4[CH:20]=[C:21]([C:22](=[O:23])[N:61]([CH2:62][CH2:63][OH:64])[CH3:60])[CH:25]=[CH:26][C:27]=4[Cl:28])[CH3:18])=[O:16])=[CH:14][C:10]=3[CH2:9][CH2:8][O:7][C:6]=2[CH:29]=1. (4) The reactants are [CH2:1]([N:3]([CH2:36][CH3:37])[CH2:4][CH2:5][CH2:6][NH:7][C:8]1[N:9]=[C:10]([C:27]2[CH:35]=[CH:34][C:30]([C:31](O)=[O:32])=[CH:29][CH:28]=2)[C:11]2[CH:17]=[CH:16][C:15](=[O:18])[N:14]([C:19]3[C:24]([F:25])=[CH:23][CH:22]=[CH:21][C:20]=3[F:26])[C:12]=2[N:13]=1)[CH3:2].CN(C(O[N:46]1N=N[C:48]2[CH:49]=CC=C[C:47]1=2)=[N+](C)C)C.F[P-](F)(F)(F)(F)F.C(N(CC)CC)C.C(N)CC. The catalyst is CN(C=O)C. The product is [CH2:36]([N:3]([CH2:1][CH3:2])[CH2:4][CH2:5][CH2:6][NH:7][C:8]1[N:9]=[C:10]([C:27]2[CH:35]=[CH:34][C:30]([C:31]([NH:46][CH2:47][CH2:48][CH3:49])=[O:32])=[CH:29][CH:28]=2)[C:11]2[CH:17]=[CH:16][C:15](=[O:18])[N:14]([C:19]3[C:20]([F:26])=[CH:21][CH:22]=[CH:23][C:24]=3[F:25])[C:12]=2[N:13]=1)[CH3:37]. The yield is 0.530. (5) The reactants are S(Cl)(Cl)=O.[C:5]1([C:11]2[C:12]([C:19]3[CH:24]=[CH:23][CH:22]=[CH:21][CH:20]=3)=[N:13][CH:14]=[CH:15][C:16]=2[CH2:17]O)[CH:10]=[CH:9][CH:8]=[CH:7][CH:6]=1.[NH:25]1[CH2:30][CH2:29][CH2:28][CH2:27][CH2:26]1.C(=O)([O-])O.[Na+]. No catalyst specified. The product is [C:5]1([C:11]2[C:12]([C:19]3[CH:24]=[CH:23][CH:22]=[CH:21][CH:20]=3)=[N:13][CH:14]=[CH:15][C:16]=2[CH2:17][N:25]2[CH2:30][CH2:29][CH2:28][CH2:27][CH2:26]2)[CH:10]=[CH:9][CH:8]=[CH:7][CH:6]=1. The yield is 0.710.